This data is from Reaction yield outcomes from USPTO patents with 853,638 reactions. The task is: Predict the reaction yield, written as a fraction of the theoretical maximum amount of product (1.0 means a 100% yield; for example, 0.34 means a 34% yield). The yield is 0.650. The product is [NH2:7][C:8]1[CH:9]=[C:10]([Cl:19])[N:11]=[CH:12][C:13]=1[CH2:14][OH:15]. The catalyst is C1COCC1. The reactants are [H-].[H-].[H-].[H-].[Li+].[Al+3].[NH2:7][C:8]1[C:13]([C:14](OCC)=[O:15])=[CH:12][N:11]=[C:10]([Cl:19])[CH:9]=1.CO.CCOC(C)=O.